The task is: Predict the reactants needed to synthesize the given product.. This data is from Full USPTO retrosynthesis dataset with 1.9M reactions from patents (1976-2016). (1) Given the product [C:5]([CH2:7][C:8]1[CH:13]=[CH:12][C:11]([NH:14][C:15](=[O:17])[CH3:16])=[C:10]([N+:1]([O-:4])=[O:2])[CH:9]=1)#[N:6], predict the reactants needed to synthesize it. The reactants are: [N+:1]([O-:4])(O)=[O:2].[C:5]([CH2:7][C:8]1[CH:13]=[CH:12][C:11]([NH:14][C:15](=[O:17])[CH3:16])=[CH:10][CH:9]=1)#[N:6]. (2) The reactants are: Br[C:2]1[CH:3]=[CH:4][C:5]([O:29][CH2:30][CH:31]2[CH2:33][CH2:32]2)=[C:6]([C:8]2[C:9]3[CH:18]=[CH:17][N:16](S(C4C=CC(C)=CC=4)(=O)=O)[C:10]=3[C:11](=[O:15])[N:12]([CH3:14])[CH:13]=2)[CH:7]=1.[N:34]1[CH:39]=[CH:38][CH:37]=[C:36](B(O)O)[CH:35]=1.C(=O)([O-])[O-].[Na+].[Na+].[OH-].[Na+]. Given the product [CH:31]1([CH2:30][O:29][C:5]2[CH:4]=[CH:3][C:2]([C:36]3[CH:35]=[N:34][CH:39]=[CH:38][CH:37]=3)=[CH:7][C:6]=2[C:8]2[C:9]3[CH:18]=[CH:17][NH:16][C:10]=3[C:11](=[O:15])[N:12]([CH3:14])[CH:13]=2)[CH2:33][CH2:32]1, predict the reactants needed to synthesize it. (3) The reactants are: [CH3:1][O:2][C:3]([C:5]1[C:10]([NH:11][C:12]2[CH:17]=[CH:16][C:15]([Si:18]([CH3:21])([CH3:20])[CH3:19])=[CH:14][C:13]=2[F:22])=[N:9][C:8]([C:23]#[N:24])=[CH:7][N:6]=1)=[O:4]. Given the product [CH3:1][O:2][C:3]([C:5]1[C:10]([NH:11][C:12]2[CH:17]=[CH:16][C:15]([Si:18]([CH3:19])([CH3:20])[CH3:21])=[CH:14][C:13]=2[F:22])=[N:9][C:8]([CH2:23][NH2:24])=[CH:7][N:6]=1)=[O:4], predict the reactants needed to synthesize it. (4) Given the product [O:11]=[C:12]1[CH2:17][N:16]([C:18]([O:20][C:21]([CH3:22])([CH3:23])[CH3:24])=[O:19])[CH2:15][CH:14]([C:25]([O:27][CH3:28])=[O:26])[CH2:13]1, predict the reactants needed to synthesize it. The reactants are: C(Cl)(=O)C(Cl)=O.CS(C)=O.[OH:11][CH:12]1[CH2:17][N:16]([C:18]([O:20][C:21]([CH3:24])([CH3:23])[CH3:22])=[O:19])[CH2:15][CH:14]([C:25]([O:27][CH3:28])=[O:26])[CH2:13]1.C(N(CC)CC)C. (5) Given the product [Cl:30][C:31]1[S:35][C:34]([C:36]([NH:2][CH2:3][C@@H:4]2[O:8][C:7](=[O:9])[N:6]([C:10]3[CH:22]=[CH:21][C:13]4[N:14]([CH:18]([CH3:20])[CH3:19])[C:15](=[O:17])[O:16][C:12]=4[CH:11]=3)[CH2:5]2)=[O:37])=[CH:33][CH:32]=1, predict the reactants needed to synthesize it. The reactants are: Cl.[NH2:2][CH2:3][C@@H:4]1[O:8][C:7](=[O:9])[N:6]([C:10]2[CH:22]=[CH:21][C:13]3[N:14]([CH:18]([CH3:20])[CH3:19])[C:15](=[O:17])[O:16][C:12]=3[CH:11]=2)[CH2:5]1.C(N(CC)CC)C.[Cl:30][C:31]1[S:35][C:34]([C:36](Cl)=[O:37])=[CH:33][CH:32]=1. (6) Given the product [C:1]1([CH2:7][S:8]([CH2:11][CH:12]([CH2:16][O:17][CH:18]2[CH2:23][CH2:22][O:21][CH2:20][CH2:19]2)[C:13]([NH:24][C@H:25]([C:26]([C:28]2[N:32]=[C:31]([C:33]3[CH:38]=[CH:37][CH:36]=[CH:35][CH:34]=3)[O:30][N:29]=2)=[O:27])[CH2:39][CH3:40])=[O:15])(=[O:9])=[O:10])[CH:2]=[CH:3][CH:4]=[CH:5][CH:6]=1, predict the reactants needed to synthesize it. The reactants are: [C:1]1([CH2:7][S:8]([CH2:11][CH:12]([CH2:16][O:17][CH:18]2[CH2:23][CH2:22][O:21][CH2:20][CH2:19]2)[C:13]([OH:15])=O)(=[O:10])=[O:9])[CH:6]=[CH:5][CH:4]=[CH:3][CH:2]=1.[NH2:24][CH:25]([CH2:39][CH3:40])[C@@H:26]([C:28]1[N:32]=[C:31]([C:33]2[CH:38]=[CH:37][CH:36]=[CH:35][CH:34]=2)[O:30][N:29]=1)[OH:27].